From a dataset of Peptide-MHC class I binding affinity with 185,985 pairs from IEDB/IMGT. Regression. Given a peptide amino acid sequence and an MHC pseudo amino acid sequence, predict their binding affinity value. This is MHC class I binding data. (1) The peptide sequence is EIKNRDKIV. The MHC is HLA-A02:02 with pseudo-sequence HLA-A02:02. The binding affinity (normalized) is 0.0631. (2) The peptide sequence is CASSSDWFY. The MHC is HLA-A02:12 with pseudo-sequence HLA-A02:12. The binding affinity (normalized) is 0.0847. (3) The MHC is HLA-B07:02 with pseudo-sequence HLA-B07:02. The binding affinity (normalized) is 0.733. The peptide sequence is KPKLARGEL. (4) The peptide sequence is RFNAIWFNH. The MHC is HLA-A69:01 with pseudo-sequence HLA-A69:01. The binding affinity (normalized) is 0.0847. (5) The peptide sequence is AYRNIVNML. The MHC is HLA-C06:02 with pseudo-sequence HLA-C06:02. The binding affinity (normalized) is 0.389. (6) The peptide sequence is QELYSPLFLI. The MHC is HLA-B44:02 with pseudo-sequence HLA-B44:02. The binding affinity (normalized) is 0.820.